Dataset: Reaction yield outcomes from USPTO patents with 853,638 reactions. Task: Predict the reaction yield, written as a fraction of the theoretical maximum amount of product (1.0 means a 100% yield; for example, 0.34 means a 34% yield). The reactants are Cl[CH2:2][CH2:3][CH2:4][N:5]1[C:10]2[CH:11]=[C:12]([O:15][CH3:16])[CH:13]=[CH:14][C:9]=2[O:8][CH2:7][C:6]1=[O:17].C([O-])([O-])=O.[K+].[K+].[Na+].[I-].[CH2:26]([CH:30]1[CH2:35][CH2:34][NH:33][CH2:32][CH2:31]1)[CH2:27][CH2:28][CH3:29]. The catalyst is CCCCCCC.CCOC(C)=O. The product is [CH2:26]([CH:30]1[CH2:35][CH2:34][N:33]([CH2:2][CH2:3][CH2:4][N:5]2[C:10]3[CH:11]=[C:12]([O:15][CH3:16])[CH:13]=[CH:14][C:9]=3[O:8][CH2:7][C:6]2=[O:17])[CH2:32][CH2:31]1)[CH2:27][CH2:28][CH3:29]. The yield is 0.850.